This data is from Catalyst prediction with 721,799 reactions and 888 catalyst types from USPTO. The task is: Predict which catalyst facilitates the given reaction. (1) Reactant: Br[CH2:2][CH:3]1[N:9]2[C:10](=[O:13])[O:11][N:12]=[C:8]2[CH2:7][CH2:6][CH2:5][CH2:4]1.[O-:14][CH2:15][CH3:16].[Na+]. Product: [CH2:15]([O:14][CH2:2][CH:3]1[N:9]2[C:10](=[O:13])[O:11][N:12]=[C:8]2[CH2:7][CH2:6][CH2:5][CH2:4]1)[CH3:16]. The catalyst class is: 8. (2) Reactant: [CH2:1]([O:8][C:9]1[CH:14]=[CH:13][C:12]([C:15](=[O:31])[C@@H:16]([N:18]2[CH2:23][CH2:22][C:21]([OH:30])([C:24]3[CH:29]=[CH:28][CH:27]=[CH:26][CH:25]=3)[CH2:20][CH2:19]2)[CH3:17])=[CH:11][CH:10]=1)[C:2]1[CH:7]=[CH:6][CH:5]=[CH:4][CH:3]=1.[BH4-].[Li+].O. The catalyst class is: 8. Product: [CH2:1]([O:8][C:9]1[CH:14]=[CH:13][C:12]([C@H:15]([OH:31])[C@@H:16]([N:18]2[CH2:19][CH2:20][C:21]([OH:30])([C:24]3[CH:25]=[CH:26][CH:27]=[CH:28][CH:29]=3)[CH2:22][CH2:23]2)[CH3:17])=[CH:11][CH:10]=1)[C:2]1[CH:7]=[CH:6][CH:5]=[CH:4][CH:3]=1. (3) Reactant: [F:1][C:2]1[C:7]([C:8]([F:11])([F:10])[F:9])=[CH:6][C:5]([CH2:12]O)=[C:4]([CH2:14]O)[CH:3]=1.CS(Cl)(=O)=O.C(N(CC)CC)C.C(N(CC)C(C)C)(C)C.[C:37]1([C:43]([NH2:56])([C:50]2[CH:55]=[CH:54][CH:53]=[CH:52][CH:51]=2)[C:44]2[CH:49]=[CH:48][CH:47]=[CH:46][CH:45]=2)[CH:42]=[CH:41][CH:40]=[CH:39][CH:38]=1. Product: [F:1][C:2]1[CH:3]=[C:4]2[C:5](=[CH:6][C:7]=1[C:8]([F:11])([F:10])[F:9])[CH2:12][N:56]([C:43]([C:37]1[CH:42]=[CH:41][CH:40]=[CH:39][CH:38]=1)([C:50]1[CH:51]=[CH:52][CH:53]=[CH:54][CH:55]=1)[C:44]1[CH:45]=[CH:46][CH:47]=[CH:48][CH:49]=1)[CH2:14]2. The catalyst class is: 166. (4) Reactant: C1(P(C2C=CC=CC=2)C2C=CC=CC=2)C=CC=CC=1.N(C(OCC)=O)=NC(OCC)=O.[CH3:32][O:33][CH2:34][CH2:35][O:36][CH2:37][CH2:38]O.[CH3:40][O:41][C:42](=[O:57])[CH:43]([C:48]1[CH:53]=[CH:52][C:51]([N+:54]([O-:56])=[O:55])=[CH:50][CH:49]=1)[C:44]([O:46][CH3:47])=[O:45]. Product: [CH3:40][O:41][C:42](=[O:57])[C:43]([CH2:38][CH2:37][O:36][CH2:35][CH2:34][O:33][CH3:32])([C:48]1[CH:53]=[CH:52][C:51]([N+:54]([O-:56])=[O:55])=[CH:50][CH:49]=1)[C:44]([O:46][CH3:47])=[O:45]. The catalyst class is: 54.